Dataset: Forward reaction prediction with 1.9M reactions from USPTO patents (1976-2016). Task: Predict the product of the given reaction. The product is: [Cl:1][C:2]1[C:3]([CH2:10][Cl:14])=[N:4][CH:5]=[C:6]([O:8][CH3:9])[N:7]=1. Given the reactants [Cl:1][C:2]1[C:3]([CH2:10]O)=[N:4][CH:5]=[C:6]([O:8][CH3:9])[N:7]=1.O=S(Cl)[Cl:14], predict the reaction product.